This data is from Full USPTO retrosynthesis dataset with 1.9M reactions from patents (1976-2016). The task is: Predict the reactants needed to synthesize the given product. (1) The reactants are: [F:1][C:2]([F:33])([F:32])[C:3]1[CH:8]=[CH:7][C:6]([C:9]2[C:13]3[CH:14]=[CH:15][C:16]([O:18][C:19]4[CH:20]=[C:21]([CH:29]=[CH:30][CH:31]=4)[O:22][CH:23]([CH2:27][CH3:28])[C:24]([OH:26])=[O:25])=[CH:17][C:12]=3[O:11][N:10]=2)=[CH:5][CH:4]=1.[B-](F)(F)(F)[F:35].[B-](F)(F)(F)F.C1[N+]2(CCl)CC[N+](F)(CC2)C1. Given the product [F:35][C:20]1[C:19]([O:18][C:16]2[CH:15]=[CH:14][C:13]3[C:9]([C:6]4[CH:5]=[CH:4][C:3]([C:2]([F:1])([F:32])[F:33])=[CH:8][CH:7]=4)=[N:10][O:11][C:12]=3[CH:17]=2)=[CH:31][CH:30]=[CH:29][C:21]=1[O:22][CH:23]([CH2:27][CH3:28])[C:24]([OH:26])=[O:25], predict the reactants needed to synthesize it. (2) Given the product [Cl:1][C:2]1[CH:10]=[CH:9][C:5]([C:6]([O:8][CH3:13])=[O:7])=[C:4]([SH:11])[CH:3]=1, predict the reactants needed to synthesize it. The reactants are: [Cl:1][C:2]1[CH:10]=[CH:9][C:5]([C:6]([OH:8])=[O:7])=[C:4]([SH:11])[CH:3]=1.Cl.[CH3:13]O. (3) The reactants are: [CH3:1][C:2]1[CH:6]=[CH:5][O:4][C:3]=1[C:7]([OH:9])=O.OC1C2N=NNC=2C=CC=1.Cl.C(N=C=NCCCN(C)C)C.C(N(CC)C(C)C)(C)C.[CH2:41]([NH2:48])[C:42]1[CH:47]=[CH:46][CH:45]=[CH:44][CH:43]=1. Given the product [CH2:41]([NH:48][C:7]([C:3]1[O:4][CH:5]=[CH:6][C:2]=1[CH3:1])=[O:9])[C:42]1[CH:47]=[CH:46][CH:45]=[CH:44][CH:43]=1, predict the reactants needed to synthesize it. (4) Given the product [CH3:16][C@H:9]1[CH2:10][C:11](=[O:15])[CH2:12][C@H:13]([CH3:14])[NH:8]1, predict the reactants needed to synthesize it. The reactants are: C([N:8]1[C@@H:13]([CH3:14])[CH2:12][C:11](=[O:15])[CH2:10][C@@H:9]1[CH3:16])C1C=CC=CC=1.N#N. (5) Given the product [CH:7]([O:14][C:13]1[CH:15]=[CH:16][CH:17]=[CH:18][C:12]=1[C:11]([OH:20])=[O:19])([CH3:9])[CH3:8], predict the reactants needed to synthesize it. The reactants are: C(=O)([O-])[O-].[K+].[K+].[CH:7](Br)([CH3:9])[CH3:8].[C:11]([O:20]C)(=[O:19])[C:12]1[C:13](=[CH:15][CH:16]=[CH:17][CH:18]=1)[OH:14].[OH-].[Na+]. (6) Given the product [CH:1]([O:4][C:5]1[CH:10]=[CH:9][C:8]([C:11]2[N:20]=[C:19]([OH:21])[C:18]3[C:13](=[CH:14][C:15]([O:22][CH3:23])=[CH:16][CH:17]=3)[N:12]=2)=[CH:7][CH:6]=1)([CH3:3])[CH3:2], predict the reactants needed to synthesize it. The reactants are: [CH:1]([O:4][C:5]1[CH:10]=[CH:9][C:8]([CH:11]2[N:20]=[C:19]([OH:21])[C:18]3[C:13](=[CH:14][C:15]([O:22][CH3:23])=[CH:16][CH:17]=3)[NH:12]2)=[CH:7][CH:6]=1)([CH3:3])[CH3:2].C(C1C(=O)C(Cl)=C(Cl)C(=O)C=1C#N)#N. (7) Given the product [CH3:37][S:36][C:33]1[N:32]=[CH:31][C:30]2=[CH:29][CH:28]=[C:27]([C:14]3[CH:15]=[CH:16][CH:17]=[CH:18][CH:19]=3)[N:35]2[N:34]=1, predict the reactants needed to synthesize it. The reactants are: [C:14]1(P([C:14]2[CH:19]=[CH:18][CH:17]=[CH:16][CH:15]=2)[C:14]2[CH:19]=[CH:18][CH:17]=[CH:16][CH:15]=2)[CH:19]=[CH:18][CH:17]=[CH:16][CH:15]=1.O1CCOCC1.Br[C:27]1[N:35]2[C:30]([CH:31]=[N:32][C:33]([S:36][CH3:37])=[N:34]2)=[CH:29][CH:28]=1.C1(B(O)O)C=CC=CC=1.CN(C)C=O.C(=O)([O-])[O-].[Na+].[Na+].O.